From a dataset of Reaction yield outcomes from USPTO patents with 853,638 reactions. Predict the reaction yield, written as a fraction of the theoretical maximum amount of product (1.0 means a 100% yield; for example, 0.34 means a 34% yield). (1) The reactants are [N+:1]([C:4]1[CH:5]=[C:6]2[C:10](=[CH:11][CH:12]=1)[NH:9][N:8]=[C:7]2[C:13]([OH:15])=[O:14])([O-:3])=[O:2].[CH3:16][C:17]1C([N+]([O-])=O)=CC=CC=1C(O)=O.N1C2C(=CC=CC=2)C(C(OCC)=O)=N1.[N+]([O-])(O)=O. The catalyst is S(=O)(=O)(O)O. The product is [N+:1]([C:4]1[CH:5]=[C:6]2[C:10](=[CH:11][CH:12]=1)[NH:9][N:8]=[C:7]2[C:13]([O:15][CH2:16][CH3:17])=[O:14])([O-:3])=[O:2]. The yield is 0.530. (2) The reactants are [Br:1][C:2]1[CH:3]=[C:4]([S:9]([N:12]2[CH2:17][CH2:16][N:15]([CH3:18])[CH2:14][CH2:13]2)(=[O:11])=[O:10])[C:5](Cl)=[N:6][CH:7]=1.[CH3:19][O-:20].[Na+]. The catalyst is C1COCC1. The product is [Br:1][C:2]1[CH:3]=[C:4]([S:9]([N:12]2[CH2:17][CH2:16][N:15]([CH3:18])[CH2:14][CH2:13]2)(=[O:11])=[O:10])[C:5]([O:20][CH3:19])=[N:6][CH:7]=1. The yield is 0.850.